Dataset: Forward reaction prediction with 1.9M reactions from USPTO patents (1976-2016). Task: Predict the product of the given reaction. (1) The product is: [C:12]([O:11][C:9]([N:32]([C:30]1[S:29][CH2:28][C@H:27]2[C@@:22]([C:19]3[S:20][CH:21]=[C:17]([Br:16])[CH:18]=3)([CH2:23][O:24][CH2:25][CH2:26]2)[N:31]=1)[C:9]([O:11][C:12]([CH3:13])([CH3:14])[CH3:15])=[O:10])=[O:10])([CH3:15])([CH3:14])[CH3:13]. Given the reactants [C:9](O[C:9]([O:11][C:12]([CH3:15])([CH3:14])[CH3:13])=[O:10])([O:11][C:12]([CH3:15])([CH3:14])[CH3:13])=[O:10].[Br:16][C:17]1[CH:18]=[C:19]([C@:22]23[N:31]=[C:30]([NH2:32])[S:29][CH2:28][C@@H:27]2[CH2:26][CH2:25][O:24][CH2:23]3)[S:20][CH:21]=1, predict the reaction product. (2) The product is: [F:1][C:2]1[CH:3]=[CH:4][C:5]([N:13]2[CH2:18][CH2:17][N:16]([CH2:20][C:21]([C:23]3[CH:24]=[CH:25][C:26]4[O:31][CH2:30][C:29](=[O:32])[N:28]([CH3:33])[C:27]=4[CH:34]=3)=[O:22])[CH2:15][CH2:14]2)=[C:6]2[C:11]=1[N:10]=[C:9]([CH3:12])[CH:8]=[CH:7]2. Given the reactants [F:1][C:2]1[CH:3]=[CH:4][C:5]([N:13]2[CH2:18][CH2:17][NH:16][CH2:15][CH2:14]2)=[C:6]2[C:11]=1[N:10]=[C:9]([CH3:12])[CH:8]=[CH:7]2.Cl[CH2:20][C:21]([C:23]1[CH:24]=[CH:25][C:26]2[O:31][CH2:30][C:29](=[O:32])[N:28]([CH3:33])[C:27]=2[CH:34]=1)=[O:22], predict the reaction product.